This data is from Catalyst prediction with 721,799 reactions and 888 catalyst types from USPTO. The task is: Predict which catalyst facilitates the given reaction. Reactant: Cl[C:2](Cl)([O:4]C(=O)OC(Cl)(Cl)Cl)Cl.[F:13][C:14]([F:19])([F:18])[CH2:15][CH2:16][OH:17].CCN(C(C)C)C(C)C.[N:29]1([C:35]([O:37][CH2:38][C:39]2[CH:44]=[CH:43][CH:42]=[CH:41][CH:40]=2)=[O:36])[CH2:34][CH2:33][NH:32][CH2:31][CH2:30]1. Product: [F:13][C:14]([F:19])([F:18])[CH2:15][CH2:16][O:17][C:2]([N:32]1[CH2:33][CH2:34][N:29]([C:35]([O:37][CH2:38][C:39]2[CH:44]=[CH:43][CH:42]=[CH:41][CH:40]=2)=[O:36])[CH2:30][CH2:31]1)=[O:4]. The catalyst class is: 4.